From a dataset of Reaction yield outcomes from USPTO patents with 853,638 reactions. Predict the reaction yield, written as a fraction of the theoretical maximum amount of product (1.0 means a 100% yield; for example, 0.34 means a 34% yield). (1) The reactants are [C:1]1([CH:7]([C:20]2[CH:25]=[CH:24][CH:23]=[CH:22][CH:21]=2)[CH2:8][CH2:9][NH:10][C:11](=[O:19])[C:12]2[CH:17]=[CH:16][C:15]([OH:18])=[N:14][CH:13]=2)[CH:6]=[CH:5][CH:4]=[CH:3][CH:2]=1.Br[CH2:27][CH:28]([OH:30])[CH3:29]. No catalyst specified. The product is [C:20]1([CH:7]([C:1]2[CH:2]=[CH:3][CH:4]=[CH:5][CH:6]=2)[CH2:8][CH2:9][NH:10][C:11]([C:12]2[CH:17]=[CH:16][C:15](=[O:18])[N:14]([CH2:27][CH:28]([OH:30])[CH3:29])[CH:13]=2)=[O:19])[CH:25]=[CH:24][CH:23]=[CH:22][CH:21]=1. The yield is 0.0730. (2) The reactants are [C:1]([NH2:4])(=[O:3])[CH3:2].C[Si]([N-][Si](C)(C)C)(C)C.[Li+].[I:15][C:16]1[C:24]2[C:19](=[CH:20][CH:21]=[C:22]([C:25]3[N:29]=[C:28](C(Cl)(Cl)Cl)[O:27][N:26]=3)[CH:23]=2)[N:18]([S:34]([C:37]2[CH:43]=[CH:42][C:40]([CH3:41])=[CH:39][CH:38]=2)(=[O:36])=[O:35])[CH:17]=1. The catalyst is C1COCC1. The product is [I:15][C:16]1[C:24]2[C:19](=[CH:20][CH:21]=[C:22]([C:25]3[N:29]=[C:28]([NH:4][C:1](=[O:3])[CH3:2])[O:27][N:26]=3)[CH:23]=2)[N:18]([S:34]([C:37]2[CH:43]=[CH:42][C:40]([CH3:41])=[CH:39][CH:38]=2)(=[O:35])=[O:36])[CH:17]=1. The yield is 0.555. (3) The product is [Si:1]([C:8]1[O:9][C:10]2[C:25]([O:26][CH:27]([CH3:28])[CH3:29])=[C:24]([O:30][CH3:31])[CH:23]=[CH:22][C:11]=2[C:12]=1[CH:13]=[O:14])([C:4]([CH3:6])([CH3:7])[CH3:5])([CH3:2])[CH3:3]. The yield is 0.480. The reactants are [Si:1]([CH:8]1[C:12](=[CH:13][O:14][Si](C(C)(C)C)(C)C)[C:11]2[CH:22]=[CH:23][C:24]([O:30][CH3:31])=[C:25]([O:26][CH:27]([CH3:29])[CH3:28])[C:10]=2[O:9]1)([C:4]([CH3:7])([CH3:6])[CH3:5])([CH3:3])[CH3:2].Cl. The catalyst is CO. (4) The reactants are [Br:1][C:2]1[CH:3]=[C:4]([CH:12]=[C:13](I)[CH:14]=1)[C:5]([O:7][C:8]([CH3:11])([CH3:10])[CH3:9])=[O:6].[CH3:16][N:17](C)C=O. The catalyst is [C-]#N.[Zn+2].[C-]#N.C1C=CC([P]([Pd]([P](C2C=CC=CC=2)(C2C=CC=CC=2)C2C=CC=CC=2)([P](C2C=CC=CC=2)(C2C=CC=CC=2)C2C=CC=CC=2)[P](C2C=CC=CC=2)(C2C=CC=CC=2)C2C=CC=CC=2)(C2C=CC=CC=2)C2C=CC=CC=2)=CC=1. The product is [Br:1][C:2]1[CH:3]=[C:4]([CH:12]=[C:13]([C:16]#[N:17])[CH:14]=1)[C:5]([O:7][C:8]([CH3:11])([CH3:10])[CH3:9])=[O:6]. The yield is 0.730. (5) The reactants are [CH2:1]([O:3][C:4](=[O:16])[C:5]([C:7]1[CH:12]=[CH:11][C:10]([S:13][CH3:14])=[C:9]([Cl:15])[CH:8]=1)=[O:6])[CH3:2].[BH4-].[Na+]. The catalyst is CO. The product is [CH2:1]([O:3][C:4](=[O:16])[CH:5]([C:7]1[CH:12]=[CH:11][C:10]([S:13][CH3:14])=[C:9]([Cl:15])[CH:8]=1)[OH:6])[CH3:2]. The yield is 0.380. (6) The reactants are [Br:1][C:2]1[CH:3]=[C:4]([C:23]([O:25][CH3:26])=[O:24])[C:5]([CH3:22])=[C:6]([NH:8][CH:9]2[CH2:14][CH2:13][N:12]([C:15]([O:17][C:18]([CH3:21])([CH3:20])[CH3:19])=[O:16])[CH2:11][CH2:10]2)[CH:7]=1.[CH:27](=O)[CH3:28].C(O)(=O)C.C(O[BH-](OC(=O)C)OC(=O)C)(=O)C.[Na+]. The catalyst is ClC(Cl)C. The product is [Br:1][C:2]1[CH:3]=[C:4]([C:23]([O:25][CH3:26])=[O:24])[C:5]([CH3:22])=[C:6]([N:8]([CH2:27][CH3:28])[CH:9]2[CH2:14][CH2:13][N:12]([C:15]([O:17][C:18]([CH3:19])([CH3:20])[CH3:21])=[O:16])[CH2:11][CH2:10]2)[CH:7]=1. The yield is 0.934. (7) The reactants are [CH3:1][C:2]1([CH3:14])[O:7][CH2:6][C@@H:5]([C:8]2[CH:13]=[CH:12][CH:11]=[CH:10][CH:9]=2)[NH:4][CH2:3]1.Br[C:16]1[CH:17]=[CH:18][C:19]2[O:20][CH2:21][C:22](=[O:26])[NH:23][C:24]=2[N:25]=1. No catalyst specified. The product is [CH3:1][C:2]1([CH3:14])[CH2:3][N:4]([C:16]2[CH:17]=[CH:18][C:19]3[O:20][CH2:21][C:22](=[O:26])[NH:23][C:24]=3[N:25]=2)[C@H:5]([C:8]2[CH:9]=[CH:10][CH:11]=[CH:12][CH:13]=2)[CH2:6][O:7]1. The yield is 0.0230. (8) The yield is 0.910. The catalyst is CO. The reactants are [Br:1][C:2]1[CH:24]=[CH:23][C:5]2[N:6]([CH:11]3[CH2:15][CH2:14][N:13](C(OC(C)(C)C)=O)[CH2:12]3)[CH2:7][CH2:8][CH2:9][CH2:10][C:4]=2[CH:3]=1.Cl. The product is [Br:1][C:2]1[CH:24]=[CH:23][C:5]2[N:6]([CH:11]3[CH2:15][CH2:14][NH:13][CH2:12]3)[CH2:7][CH2:8][CH2:9][CH2:10][C:4]=2[CH:3]=1.